Dataset: Full USPTO retrosynthesis dataset with 1.9M reactions from patents (1976-2016). Task: Predict the reactants needed to synthesize the given product. (1) The reactants are: [CH3:1][O:2][C:3](=[O:23])[C:4](=O)[CH2:5][C:6]([C:8]1[CH:13]=[CH:12][CH:11]=[CH:10][C:9]=1[O:14][CH2:15][C:16]1[CH:21]=[CH:20][CH:19]=[CH:18][CH:17]=1)=O.[NH:24]([C:26]1[CH:27]=[C:28]([CH:32]=[CH:33][CH:34]=1)[C:29]([OH:31])=[O:30])[NH2:25]. Given the product [CH3:1][O:2][C:3]([C:4]1[CH:5]=[C:6]([C:8]2[CH:13]=[CH:12][CH:11]=[CH:10][C:9]=2[O:14][CH2:15][C:16]2[CH:21]=[CH:20][CH:19]=[CH:18][CH:17]=2)[N:24]([C:26]2[CH:27]=[C:28]([CH:32]=[CH:33][CH:34]=2)[C:29]([OH:31])=[O:30])[N:25]=1)=[O:23], predict the reactants needed to synthesize it. (2) Given the product [Cl:33][C:30]1[N:31]=[CH:32][C:27]([C:15]2[CH:14]=[CH:13][N:12]=[C:11]([NH:10][C:8]3[CH:7]=[CH:6][N:5]=[C:4]([CH:1]4[CH2:2][CH2:3]4)[N:9]=3)[CH:16]=2)=[C:28]([CH3:35])[C:29]=1[NH2:34], predict the reactants needed to synthesize it. The reactants are: [CH:1]1([C:4]2[N:9]=[C:8]([NH:10][C:11]3[CH:16]=[C:15](B4OC(C)(C)C(C)(C)O4)[CH:14]=[CH:13][N:12]=3)[CH:7]=[CH:6][N:5]=2)[CH2:3][CH2:2]1.Br[C:27]1[C:28]([CH3:35])=[C:29]([NH2:34])[C:30]([Cl:33])=[N:31][CH:32]=1.C(=O)([O-])[O-].[K+].[K+].O1CCOCC1.